This data is from NCI-60 drug combinations with 297,098 pairs across 59 cell lines. The task is: Regression. Given two drug SMILES strings and cell line genomic features, predict the synergy score measuring deviation from expected non-interaction effect. (1) Drug 1: CC1=C(N=C(N=C1N)C(CC(=O)N)NCC(C(=O)N)N)C(=O)NC(C(C2=CN=CN2)OC3C(C(C(C(O3)CO)O)O)OC4C(C(C(C(O4)CO)O)OC(=O)N)O)C(=O)NC(C)C(C(C)C(=O)NC(C(C)O)C(=O)NCCC5=NC(=CS5)C6=NC(=CS6)C(=O)NCCC[S+](C)C)O. Drug 2: C1CC(=O)NC(=O)C1N2C(=O)C3=CC=CC=C3C2=O. Cell line: NCIH23. Synergy scores: CSS=35.1, Synergy_ZIP=0.834, Synergy_Bliss=-0.394, Synergy_Loewe=-21.3, Synergy_HSA=-0.655. (2) Drug 1: CCCCC(=O)OCC(=O)C1(CC(C2=C(C1)C(=C3C(=C2O)C(=O)C4=C(C3=O)C=CC=C4OC)O)OC5CC(C(C(O5)C)O)NC(=O)C(F)(F)F)O. Drug 2: CCN(CC)CCCC(C)NC1=C2C=C(C=CC2=NC3=C1C=CC(=C3)Cl)OC. Cell line: RPMI-8226. Synergy scores: CSS=80.3, Synergy_ZIP=-2.42, Synergy_Bliss=-3.70, Synergy_Loewe=-3.98, Synergy_HSA=0.0910. (3) Cell line: SK-MEL-28. Drug 2: COC1=CC(=CC(=C1O)OC)C2C3C(COC3=O)C(C4=CC5=C(C=C24)OCO5)OC6C(C(C7C(O6)COC(O7)C8=CC=CS8)O)O. Synergy scores: CSS=20.6, Synergy_ZIP=-5.91, Synergy_Bliss=1.75, Synergy_Loewe=-6.98, Synergy_HSA=3.54. Drug 1: CC(CN1CC(=O)NC(=O)C1)N2CC(=O)NC(=O)C2. (4) Drug 1: CCC(=C(C1=CC=CC=C1)C2=CC=C(C=C2)OCCN(C)C)C3=CC=CC=C3.C(C(=O)O)C(CC(=O)O)(C(=O)O)O. Drug 2: C(CCl)NC(=O)N(CCCl)N=O. Cell line: A549. Synergy scores: CSS=5.98, Synergy_ZIP=-1.46, Synergy_Bliss=1.93, Synergy_Loewe=0.0342, Synergy_HSA=1.72. (5) Drug 1: CCC1(CC2CC(C3=C(CCN(C2)C1)C4=CC=CC=C4N3)(C5=C(C=C6C(=C5)C78CCN9C7C(C=CC9)(C(C(C8N6C)(C(=O)OC)O)OC(=O)C)CC)OC)C(=O)OC)O.OS(=O)(=O)O. Drug 2: C1C(C(OC1N2C=NC3=C2NC=NCC3O)CO)O. Cell line: KM12. Synergy scores: CSS=0.372, Synergy_ZIP=2.22, Synergy_Bliss=-0.338, Synergy_Loewe=-0.0799, Synergy_HSA=-3.68. (6) Drug 1: COC1=CC(=CC(=C1O)OC)C2C3C(COC3=O)C(C4=CC5=C(C=C24)OCO5)OC6C(C(C7C(O6)COC(O7)C8=CC=CS8)O)O. Drug 2: C(CN)CNCCSP(=O)(O)O. Cell line: SK-MEL-2. Synergy scores: CSS=46.5, Synergy_ZIP=-1.33, Synergy_Bliss=0.125, Synergy_Loewe=-45.8, Synergy_HSA=0.363. (7) Drug 1: C1CC(=O)NC(=O)C1N2CC3=C(C2=O)C=CC=C3N. Drug 2: C1=NC2=C(N=C(N=C2N1C3C(C(C(O3)CO)O)F)Cl)N. Cell line: CCRF-CEM. Synergy scores: CSS=62.3, Synergy_ZIP=0.966, Synergy_Bliss=0.648, Synergy_Loewe=-24.8, Synergy_HSA=3.39.